The task is: Predict the reaction yield, written as a fraction of the theoretical maximum amount of product (1.0 means a 100% yield; for example, 0.34 means a 34% yield).. This data is from Reaction yield outcomes from USPTO patents with 853,638 reactions. (1) The yield is 0.190. The product is [C:1]([C:5]1[C:13]2[C:8](=[CH:9][CH:10]=[C:11]([NH2:14])[CH:12]=2)[NH:7][CH:6]=1)([CH3:4])([CH3:2])[CH3:3]. The catalyst is CO.[Ni]. The reactants are [C:1]([C:5]1[C:13]2[C:8](=[CH:9][CH:10]=[C:11]([N+:14]([O-])=O)[CH:12]=2)[NH:7][CH:6]=1)([CH3:4])([CH3:3])[CH3:2]. (2) The reactants are [CH2:1]([C:5]([CH2:10][CH:11]([CH3:13])[CH3:12])([CH2:8][OH:9])[CH2:6][OH:7])[CH:2]([CH3:4])[CH3:3].[O:14]1[CH2:18][CH2:17][CH2:16][CH2:15]1.N1C=C[CH:22]=[CH:21][CH:20]=1.[C:25](Cl)(=[O:32])[C:26]1[CH:31]=[CH:30][CH:29]=[CH:28][CH:27]=1. The catalyst is O. The product is [C:18]([O:9][CH2:8][C:5]([CH2:10][CH:11]([CH3:13])[CH3:12])([CH2:1][CH:2]([CH3:4])[CH3:3])[CH2:6][O:7][C:25](=[O:32])[C:26]1[CH:31]=[CH:30][CH:29]=[CH:28][CH:27]=1)(=[O:14])[C:17]1[CH:22]=[CH:21][CH:20]=[CH:15][CH:16]=1. The yield is 0.930.